This data is from Forward reaction prediction with 1.9M reactions from USPTO patents (1976-2016). The task is: Predict the product of the given reaction. (1) Given the reactants C(N(C(C)C)CC)(C)C.[CH3:10][O:11][C:12]1[CH:13]=[C:14]2[C:19](=[CH:20][C:21]=1[O:22][CH3:23])[N:18]=[CH:17][N:16]=[C:15]2[O:24][C:25]1[CH:26]=[N:27][N:28]([CH2:30][C:31](O)=[O:32])[CH:29]=1.[CH2:34]1[O:43][C:42]2[CH:41]=[CH:40][C:38]([NH2:39])=[CH:37][C:36]=2[O:35]1.CN(C=O)C, predict the reaction product. The product is: [CH2:34]1[O:43][C:42]2[CH:41]=[CH:40][C:38]([NH:39][C:31](=[O:32])[CH2:30][N:28]3[CH:29]=[C:25]([O:24][C:15]4[C:14]5[C:19](=[CH:20][C:21]([O:22][CH3:23])=[C:12]([O:11][CH3:10])[CH:13]=5)[N:18]=[CH:17][N:16]=4)[CH:26]=[N:27]3)=[CH:37][C:36]=2[O:35]1. (2) Given the reactants [Cl:1][C:2]([O:5][C:6](=[O:12])OC(Cl)(Cl)Cl)(Cl)Cl.[N:13]1[CH:18]=CC=C[CH:14]=1.O1CCC[CH2:20]1, predict the reaction product. The product is: [ClH:1].[C:6]([O:5][CH2:2][CH2:14][NH:13][CH3:18])(=[O:12])[CH3:20]. (3) Given the reactants [C:1]([N:8]1[C:20]2[C:19]([O:21][CH2:22][CH2:23]Br)=[C:18]3[N:25]([C:33]([O:35][C:36]([CH3:39])([CH3:38])[CH3:37])=[O:34])[C:26]4[CH:27]=[CH:28][C:29]([F:32])=[CH:30][C:31]=4[C:17]3=[CH:16][C:15]=2[C:14]2[C:9]1=[CH:10][CH:11]=[C:12]([F:40])[CH:13]=2)([O:3][C:4]([CH3:7])([CH3:6])[CH3:5])=[O:2].OCC[N:44]1[CH2:50][CH2:49][CH2:48][N:47](C(OC(C)(C)C)=O)[CH2:46][CH2:45]1.C([O-])([O-])=O.[K+].[K+].C([O-])([O-])=O.[Cs+].[Cs+].[I-].[K+], predict the reaction product. The product is: [N:44]1([CH2:23][CH2:22][O:21][C:19]2[C:20]3[N:8]([C:1]([O:3][C:4]([CH3:5])([CH3:6])[CH3:7])=[O:2])[C:9]4[C:14](=[CH:13][C:12]([F:40])=[CH:11][CH:10]=4)[C:15]=3[CH:16]=[C:17]3[C:31]4[CH:30]=[C:29]([F:32])[CH:28]=[CH:27][C:26]=4[N:25]([C:33]([O:35][C:36]([CH3:38])([CH3:39])[CH3:37])=[O:34])[C:18]=23)[CH2:50][CH2:49][CH2:48][NH:47][CH2:46][CH2:45]1. (4) The product is: [C:1]1([CH2:7][CH2:8][CH2:9][CH2:10][CH2:11][CH2:12][C:13]([C:15]2[N:19]=[C:18]([C:20]3[N:25]=[C:24]([C:26]([OH:28])=[O:27])[CH:23]=[CH:22][CH:21]=3)[O:17][N:16]=2)=[O:14])[CH:6]=[CH:5][CH:4]=[CH:3][CH:2]=1. Given the reactants [C:1]1([CH2:7][CH2:8][CH2:9][CH2:10][CH2:11][CH2:12][C:13]([C:15]2[N:19]=[C:18]([C:20]3[N:25]=[C:24]([C:26]([O:28]C)=[O:27])[CH:23]=[CH:22][CH:21]=3)[O:17][N:16]=2)=[O:14])[CH:6]=[CH:5][CH:4]=[CH:3][CH:2]=1, predict the reaction product.